From a dataset of Peptide-MHC class I binding affinity with 185,985 pairs from IEDB/IMGT. Regression. Given a peptide amino acid sequence and an MHC pseudo amino acid sequence, predict their binding affinity value. This is MHC class I binding data. (1) The peptide sequence is ACADGTRHTY. The MHC is HLA-A01:01 with pseudo-sequence HLA-A01:01. The binding affinity (normalized) is 0.290. (2) The peptide sequence is IVLGNPVFLAL. The MHC is HLA-A68:02 with pseudo-sequence HLA-A68:02. The binding affinity (normalized) is 0.115. (3) The peptide sequence is HEVNGTWMI. The MHC is HLA-C04:01 with pseudo-sequence HLA-C04:01. The binding affinity (normalized) is 0.213. (4) The peptide sequence is TYNDHIVNL. The MHC is HLA-B08:01 with pseudo-sequence HLA-B08:01. The binding affinity (normalized) is 0. (5) The peptide sequence is LVAPHMAMM. The MHC is HLA-A80:01 with pseudo-sequence HLA-A80:01. The binding affinity (normalized) is 0.0847. (6) The peptide sequence is AEIESATLF. The MHC is HLA-A02:11 with pseudo-sequence HLA-A02:11. The binding affinity (normalized) is 0.0847.